Regression. Given two drug SMILES strings and cell line genomic features, predict the synergy score measuring deviation from expected non-interaction effect. From a dataset of NCI-60 drug combinations with 297,098 pairs across 59 cell lines. (1) Drug 1: CC1=CC2C(CCC3(C2CCC3(C(=O)C)OC(=O)C)C)C4(C1=CC(=O)CC4)C. Drug 2: CN1C(=O)N2C=NC(=C2N=N1)C(=O)N. Cell line: HCC-2998. Synergy scores: CSS=-1.58, Synergy_ZIP=3.61, Synergy_Bliss=4.10, Synergy_Loewe=0.898, Synergy_HSA=-0.959. (2) Drug 1: CC1CCC2CC(C(=CC=CC=CC(CC(C(=O)C(C(C(=CC(C(=O)CC(OC(=O)C3CCCCN3C(=O)C(=O)C1(O2)O)C(C)CC4CCC(C(C4)OC)O)C)C)O)OC)C)C)C)OC. Drug 2: CC1=C(C(=CC=C1)Cl)NC(=O)C2=CN=C(S2)NC3=CC(=NC(=N3)C)N4CCN(CC4)CCO. Cell line: HL-60(TB). Synergy scores: CSS=1.38, Synergy_ZIP=-2.77, Synergy_Bliss=-4.33, Synergy_Loewe=-3.66, Synergy_HSA=-3.21. (3) Drug 1: CC12CCC3C(C1CCC2O)C(CC4=C3C=CC(=C4)O)CCCCCCCCCS(=O)CCCC(C(F)(F)F)(F)F. Drug 2: C1=NNC2=C1C(=O)NC=N2. Cell line: SNB-19. Synergy scores: CSS=-2.26, Synergy_ZIP=5.76, Synergy_Bliss=-1.56, Synergy_Loewe=-1.31, Synergy_HSA=-2.75. (4) Drug 1: CN1C(=O)N2C=NC(=C2N=N1)C(=O)N. Drug 2: CN(C(=O)NC(C=O)C(C(C(CO)O)O)O)N=O. Cell line: EKVX. Synergy scores: CSS=-3.83, Synergy_ZIP=-2.25, Synergy_Bliss=-11.2, Synergy_Loewe=-6.87, Synergy_HSA=-10.1. (5) Drug 1: CC1=C2C(C(=O)C3(C(CC4C(C3C(C(C2(C)C)(CC1OC(=O)C(C(C5=CC=CC=C5)NC(=O)OC(C)(C)C)O)O)OC(=O)C6=CC=CC=C6)(CO4)OC(=O)C)O)C)O. Drug 2: CC1C(C(CC(O1)OC2CC(CC3=C2C(=C4C(=C3O)C(=O)C5=C(C4=O)C(=CC=C5)OC)O)(C(=O)CO)O)N)O.Cl. Cell line: HCT116. Synergy scores: CSS=46.0, Synergy_ZIP=-4.27, Synergy_Bliss=-5.38, Synergy_Loewe=-0.728, Synergy_HSA=0.821.